From a dataset of Aqueous solubility values for 9,982 compounds from the AqSolDB database. Regression/Classification. Given a drug SMILES string, predict its absorption, distribution, metabolism, or excretion properties. Task type varies by dataset: regression for continuous measurements (e.g., permeability, clearance, half-life) or binary classification for categorical outcomes (e.g., BBB penetration, CYP inhibition). For this dataset (solubility_aqsoldb), we predict Y. (1) The compound is Cc1ccc(C(=O)c2ccc(CC(=O)O)n2C)cc1. The Y is -4.09 log mol/L. (2) The molecule is CCCC(O)CO. The Y is 0.982 log mol/L. (3) The Y is -2.64 log mol/L. The compound is CCCCCCCCCNCC(O)CO. (4) The compound is CC(C)CN(C=O)CC(C)C. The Y is -1.08 log mol/L. (5) The drug is CC1=NN(c2ccccc2)C(=O)/C1=C/C1C(=O)N(c2ccccc2)N=C1C. The Y is -7.88 log mol/L. (6) The molecule is CC(C)CCCCCCCO. The Y is -3.32 log mol/L.